Dataset: Full USPTO retrosynthesis dataset with 1.9M reactions from patents (1976-2016). Task: Predict the reactants needed to synthesize the given product. (1) Given the product [Cl-:20].[Cl-:21].[Cl-:20].[CH:3]1([Zr+3:25])[C:2]2[C:6](=[CH:7][CH:8]=[CH:9][CH:1]=2)[CH:5]=[CH:4]1, predict the reactants needed to synthesize it. The reactants are: [CH3:1][CH2:2][CH2:3][CH2:4][CH2:5][CH3:6].[CH2:7]([Sn]([Cl:20])(CCCC)CCCC)[CH2:8][CH2:9]C.[Cl-:21].[Cl-].[Cl-].[Cl-].[Zr+4:25]. (2) The reactants are: [BH4-].[Na+].O.[CH2:4]([O:6][CH:7]([O:21][CH2:22][CH3:23])[CH2:8]/[N:9]=[CH:10]/[C:11]1[CH:16]=[CH:15][CH:14]=[C:13]([O:17][CH2:18][CH3:19])[C:12]=1[OH:20])[CH3:5]. Given the product [CH2:4]([O:6][CH:7]([O:21][CH2:22][CH3:23])[CH2:8][NH:9][CH2:10][C:11]1[CH:16]=[CH:15][CH:14]=[C:13]([O:17][CH2:18][CH3:19])[C:12]=1[OH:20])[CH3:5], predict the reactants needed to synthesize it. (3) Given the product [C:22]([CH2:21][N:15]1[CH2:14][CH2:13][NH:12][CH2:11][CH2:10][N:9]([CH2:8][C:1]([O:3][C:4]([CH3:6])([CH3:5])[CH3:7])=[O:2])[CH2:20][CH2:19][N:18]([CH2:37][CH2:36][C:35]2[CH:34]=[CH:33][C:32]([N+:29]([O-:31])=[O:30])=[CH:40][CH:39]=2)[CH2:17][CH2:16]1)([O:24][C:25]([CH3:28])([CH3:27])[CH3:26])=[O:23], predict the reactants needed to synthesize it. The reactants are: [C:1]([CH2:8][N:9]1[CH2:20][CH2:19][NH:18][CH2:17][CH2:16][N:15]([CH2:21][C:22]([O:24][C:25]([CH3:28])([CH3:27])[CH3:26])=[O:23])[CH2:14][CH2:13][NH:12][CH2:11][CH2:10]1)([O:3][C:4]([CH3:7])([CH3:6])[CH3:5])=[O:2].[N+:29]([C:32]1[CH:40]=[CH:39][C:35]([CH2:36][CH2:37]Br)=[CH:34][CH:33]=1)([O-:31])=[O:30].C([O-])([O-])=O.[K+].[K+]. (4) Given the product [CH2:42]([NH:49][C:30]([C:28]1[CH:27]=[CH:26][C:12]2[N:13]([CH2:14][C:15]3[CH:16]=[CH:17][C:18]([O:21][C:22]([F:23])([F:24])[F:25])=[CH:19][CH:20]=3)[C:9]([CH2:8][O:1][C:2]3[CH:7]=[CH:6][CH:5]=[CH:4][CH:3]=3)=[N:10][C:11]=2[CH:29]=1)=[O:32])[CH2:43][CH2:44][CH2:45][CH2:46][CH2:47][CH3:48], predict the reactants needed to synthesize it. The reactants are: [O:1]([CH2:8][C:9]1[N:13]([CH2:14][C:15]2[CH:20]=[CH:19][C:18]([O:21][C:22]([F:25])([F:24])[F:23])=[CH:17][CH:16]=2)[C:12]2[CH:26]=[CH:27][C:28]([C:30]([OH:32])=O)=[CH:29][C:11]=2[N:10]=1)[C:2]1[CH:7]=[CH:6][CH:5]=[CH:4][CH:3]=1.CC(C)N=C=NC(C)C.[CH2:42]([NH2:49])[CH2:43][CH2:44][CH2:45][CH2:46][CH2:47][CH3:48]. (5) Given the product [CH2:8]([O:11][C:12]([C:14]1[NH:15][CH:16]=[C:17]([F:19])[CH:18]=1)=[O:13])[CH:9]=[CH2:10], predict the reactants needed to synthesize it. The reactants are: FC(F)(F)C(O)=O.[CH2:8]([O:11][C:12]([CH:14]1[CH2:18][C:17](F)([F:19])[CH2:16][NH:15]1)=[O:13])[CH:9]=[CH2:10].